Dataset: Forward reaction prediction with 1.9M reactions from USPTO patents (1976-2016). Task: Predict the product of the given reaction. (1) Given the reactants C(O[C:6](=[O:28])[NH:7][C@@H:8]([CH2:21][C:22]1[CH:27]=[CH:26][CH:25]=[CH:24][CH:23]=1)[CH:9]([C:11](=[O:20])[NH:12][CH2:13][C:14]1[CH:19]=[CH:18][CH:17]=[CH:16][CH:15]=1)[OH:10])(C)(C)C.FC(F)(F)C(O)=O.C(N(CC)C(C)C)(C)C.[CH:45]1([C@H:48]([NH:65][C:66]([CH:68]2[CH2:76][C:75]3[C:70](=[CH:71][CH:72]=[CH:73][CH:74]=3)[CH2:69]2)=[O:67])[C:49]([NH:51][C@@H:52]([CH2:56][C:57]2[CH:62]=[CH:61][C:60]([O:63][CH3:64])=[CH:59][CH:58]=2)C(O)=O)=[O:50])[CH2:47][CH2:46]1.CN(C(ON1N=NC2C=CC=NC1=2)=[N+](C)C)C.F[P-](F)(F)(F)(F)F, predict the reaction product. The product is: [CH2:21]([C@H:8]([NH:7][C:6]([C@@H:52]([NH:51][C:49]([C@@H:48]([NH:65][C:66]([CH:68]1[CH2:69][C:70]2[C:75](=[CH:74][CH:73]=[CH:72][CH:71]=2)[CH2:76]1)=[O:67])[CH:45]1[CH2:47][CH2:46]1)=[O:50])[CH2:56][C:57]1[CH:62]=[CH:61][C:60]([O:63][CH3:64])=[CH:59][CH:58]=1)=[O:28])[CH:9]([C:11](=[O:20])[NH:12][CH2:13][C:14]1[CH:15]=[CH:16][CH:17]=[CH:18][CH:19]=1)[OH:10])[C:22]1[CH:23]=[CH:24][CH:25]=[CH:26][CH:27]=1. (2) Given the reactants [CH2:1]([O:3][C:4]1[C:13]2[C:8](=[CH:9][CH:10]=[C:11](/[CH:14]=[C:15]3/[C:16](=[O:21])[NH:17][C:18](=[S:20])[S:19]/3)[CH:12]=2)[N:7]=[CH:6][C:5]=1[C:22]#[N:23])[CH3:2].IC.[CH:26](N(C(C)C)CC)(C)C.CCCCCC, predict the reaction product. The product is: [CH2:1]([O:3][C:4]1[C:13]2[C:8](=[CH:9][CH:10]=[C:11](/[CH:14]=[C:15]3/[C:16](=[O:21])[N:17]=[C:18]([S:20][CH3:26])[S:19]/3)[CH:12]=2)[N:7]=[CH:6][C:5]=1[C:22]#[N:23])[CH3:2]. (3) Given the reactants C(OC([C:6]1[CH:38]=[CH:37]C=C[C:7]=1[O:8][C:9]1[C:23]([O:24][C:25]2[CH:30]=[CH:29][C:28]([S:31]([CH3:34])(=[O:33])=[O:32])=[CH:27][CH:26]=2)=[CH:22][C:12]2[NH:13][C:14]([C:16]3[CH:21]=[CH:20][CH:19]=[CH:18][N:17]=3)=[N:15][C:11]=2[CH:10]=1)=O)C.[CH3:39][N:40]1C=CC=C(O)[C:41]1=[O:47], predict the reaction product. The product is: [CH3:39][N:40]1[CH:37]=[CH:38][CH:6]=[C:7]([O:8][C:9]2[C:23]([O:24][C:25]3[CH:26]=[CH:27][C:28]([S:31]([CH3:34])(=[O:33])=[O:32])=[CH:29][CH:30]=3)=[CH:22][C:12]3[NH:13][C:14]([C:16]4[CH:21]=[CH:20][CH:19]=[CH:18][N:17]=4)=[N:15][C:11]=3[CH:10]=2)[C:41]1=[O:47]. (4) Given the reactants [F:1][C:2]1[CH:7]=[CH:6][C:5]([C:8]2[CH:16]=[CH:15][CH:14]=[C:13]3[C:9]=2[CH2:10][C:11](=[O:17])[NH:12]3)=[CH:4][CH:3]=1.[CH3:18][C:19]1[NH:23][C:22]([CH:24]=O)=[C:21]([C:26]([N:28]2[CH2:33][CH2:32][N:31]([CH3:34])[CH2:30][CH2:29]2)=[O:27])[CH:20]=1, predict the reaction product. The product is: [F:1][C:2]1[CH:3]=[CH:4][C:5]([C:8]2[CH:16]=[CH:15][CH:14]=[C:13]3[C:9]=2[C:10](=[CH:24][C:22]2[NH:23][C:19]([CH3:18])=[CH:20][C:21]=2[C:26]([N:28]2[CH2:29][CH2:30][N:31]([CH3:34])[CH2:32][CH2:33]2)=[O:27])[C:11](=[O:17])[NH:12]3)=[CH:6][CH:7]=1. (5) Given the reactants [CH:1]1([NH2:4])[CH2:3][CH2:2]1.Cl[C:6]1[CH:11]=[C:10]([C:12]2[CH:21]=[CH:20][CH:19]=[C:18]3[C:13]=2[CH:14]=[CH:15][CH:16]=[N:17]3)[N:9]=[C:8]([NH2:22])[N:7]=1, predict the reaction product. The product is: [CH:1]1([NH:4][C:6]2[CH:11]=[C:10]([C:12]3[CH:21]=[CH:20][CH:19]=[C:18]4[C:13]=3[CH:14]=[CH:15][CH:16]=[N:17]4)[N:9]=[C:8]([NH2:22])[N:7]=2)[CH2:3][CH2:2]1. (6) Given the reactants [O:1]1[C:6]2[CH:7]=[CH:8][C:9]([CH2:11][N:12]([CH:20]3[CH2:25][CH2:24][N:23]([CH2:26][CH2:27][N:28]4[C:37]5[C:32](=[CH:33][C:34]([Cl:38])=[CH:35][CH:36]=5)[CH:31]=[CH:30][C:29]4=[O:39])[CH2:22][CH2:21]3)C(=O)OC(C)(C)C)=[CH:10][C:5]=2[O:4][CH2:3][CH2:2]1.Cl.O1CCOCC1, predict the reaction product. The product is: [ClH:38].[O:1]1[C:6]2[CH:7]=[CH:8][C:9]([CH2:11][NH:12][CH:20]3[CH2:25][CH2:24][N:23]([CH2:26][CH2:27][N:28]4[C:37]5[C:32](=[CH:33][C:34]([Cl:38])=[CH:35][CH:36]=5)[CH:31]=[CH:30][C:29]4=[O:39])[CH2:22][CH2:21]3)=[CH:10][C:5]=2[O:4][CH2:3][CH2:2]1. (7) Given the reactants [CH:1]1[C:9]2[C:8]3[CH:10]=[CH:11][CH:12]=[CH:13][C:7]=3[O:6][C:5]=2[C:4](B(O)O)=[CH:3][CH:2]=1.Cl[C:18]1[CH:23]=[CH:22][CH:21]=[CH:20][N:19]=1.P([O-])([O-])([O-])=O.[K+].[K+].[K+], predict the reaction product. The product is: [CH:1]1[C:9]2[C:8]3[CH:10]=[CH:11][CH:12]=[CH:13][C:7]=3[O:6][C:5]=2[C:4]([C:18]2[CH:23]=[CH:22][CH:21]=[CH:20][N:19]=2)=[CH:3][CH:2]=1. (8) Given the reactants [F:1][C:2]1[CH:7]=[CH:6][CH:5]=[CH:4][C:3]=1[C:8](=O)[CH3:9].[C:11]([S@:15]([NH2:17])=[O:16])([CH3:14])([CH3:13])[CH3:12].[BH4-].[Na+].CCOC(C)=O, predict the reaction product. The product is: [F:1][C:2]1[CH:7]=[CH:6][CH:5]=[CH:4][C:3]=1[C@H:8]([NH:17][S:15]([C:11]([CH3:14])([CH3:13])[CH3:12])=[O:16])[CH3:9]. (9) Given the reactants [O:1]1[C@@H:13]2[C@@:14]34[CH2:16][CH2:17][N:18]([CH2:19][CH2:20][C:21]5[CH:26]=[CH:25][CH:24]=[CH:23][CH:22]=5)[C@@H:8]([C@:9]3([O:28][CH3:29])[CH2:10][CH2:11][C:12]2=[O:27])[CH2:7][C:6]2=[C:15]4[C:2]1=[C:3]([OH:30])[CH:4]=[CH:5]2.[CH3:31][I:32], predict the reaction product. The product is: [I-:32].[O:1]1[C@@H:13]2[C@@:14]34[CH2:16][CH2:17][N@@+:18]([CH3:31])([CH2:19][CH2:20][C:21]5[CH:22]=[CH:23][CH:24]=[CH:25][CH:26]=5)[C@@H:8]([C@:9]3([O:28][CH3:29])[CH2:10][CH2:11][C:12]2=[O:27])[CH2:7][C:6]2=[C:15]4[C:2]1=[C:3]([OH:30])[CH:4]=[CH:5]2. (10) The product is: [Br:1][C:2]1[CH:3]=[C:4]([CH:8]=[O:9])[CH:5]=[N:6][CH:7]=1. Given the reactants [Br:1][C:2]1[CH:3]=[C:4]([CH2:8][OH:9])[CH:5]=[N:6][CH:7]=1, predict the reaction product.